The task is: Predict the reactants needed to synthesize the given product.. This data is from Full USPTO retrosynthesis dataset with 1.9M reactions from patents (1976-2016). (1) Given the product [NH:13]1[C:21]2[C:16](=[CH:17][CH:18]=[CH:19][CH:20]=2)[CH:15]=[C:14]1[C:22]1[CH:23]=[CH:24][C:25]([O:29][CH3:30])=[C:26]([NH:28][CH2:5][C:4]2[CH:7]=[CH:8][C:9]([N+:10]([O-:12])=[O:11])=[C:2]([OH:1])[CH:3]=2)[CH:27]=1, predict the reactants needed to synthesize it. The reactants are: [OH:1][C:2]1[CH:3]=[C:4]([CH:7]=[CH:8][C:9]=1[N+:10]([O-:12])=[O:11])[CH:5]=O.[NH:13]1[C:21]2[C:16](=[CH:17][CH:18]=[CH:19][CH:20]=2)[CH:15]=[C:14]1[C:22]1[CH:23]=[CH:24][C:25]([O:29][CH3:30])=[C:26]([NH2:28])[CH:27]=1.C(O[BH-](OC(=O)C)OC(=O)C)(=O)C.[Na+].C(=O)(O)[O-].[Na+]. (2) Given the product [Cl:1][CH2:2][C:3]1[CH:10]=[CH:9][C:6]([CH:7]=[N:12][OH:13])=[CH:5][CH:4]=1, predict the reactants needed to synthesize it. The reactants are: [Cl:1][CH2:2][C:3]1[CH:10]=[CH:9][C:6]([CH:7]=O)=[CH:5][CH:4]=1.Cl.[NH2:12][OH:13]. (3) Given the product [Cl:24][C:25]1[CH:32]=[C:31]([F:33])[CH:30]=[CH:29][C:26]=1[CH2:27][N:3]1[C@@H:2]([CH3:1])[CH2:7][N:6]2[C:8]([C:11]3[CH:16]=[N:15][CH:14]=[CH:13][N:12]=3)=[N:9][N:10]=[C:5]2[C:4]1=[O:17], predict the reactants needed to synthesize it. The reactants are: [CH3:1][C@H:2]1[CH2:7][N:6]2[C:8]([C:11]3[CH:16]=[N:15][CH:14]=[CH:13][N:12]=3)=[N:9][N:10]=[C:5]2[C:4](=[O:17])[NH:3]1.C(=O)([O-])[O-].[Cs+].[Cs+].[Cl:24][C:25]1[CH:32]=[C:31]([F:33])[CH:30]=[CH:29][C:26]=1[CH2:27]Br. (4) Given the product [F:23][C:20]1[CH:21]=[CH:22][C:12]([NH:11][CH:8]2[CH2:9][CH2:10][C:5](=[O:4])[CH2:6][CH2:7]2)=[C:13]([CH:19]=1)[C:14]([N:16]([CH3:18])[CH3:17])=[O:15], predict the reactants needed to synthesize it. The reactants are: O1[C:5]2([CH2:10][CH2:9][CH:8]([NH:11][C:12]3[CH:22]=[CH:21][C:20]([F:23])=[CH:19][C:13]=3[C:14]([N:16]([CH3:18])[CH3:17])=[O:15])[CH2:7][CH2:6]2)[O:4]CC1.Cl. (5) The reactants are: [Br:1]Br.[S:3]1[CH:7]=[CH:6][N:5]=[C:4]1[N:8]1[CH2:13][CH2:12][CH:11]([C:14]([O:16][CH2:17][CH3:18])=[O:15])[CH2:10][CH2:9]1. Given the product [Br:1][C:7]1[S:3][C:4]([N:8]2[CH2:13][CH2:12][CH:11]([C:14]([O:16][CH2:17][CH3:18])=[O:15])[CH2:10][CH2:9]2)=[N:5][CH:6]=1, predict the reactants needed to synthesize it. (6) Given the product [C:5]([O:31][C:28]([N:24]1[CH2:25][CH:26]=[C:21]([C:2]2[CH:11]=[CH:10][C:5]([C:6]([O:8][CH3:9])=[O:7])=[CH:4][C:3]=2[F:12])[CH2:22][CH2:23]1)=[O:29])([CH3:10])([CH3:6])[CH3:4], predict the reactants needed to synthesize it. The reactants are: Br[C:2]1[CH:11]=[CH:10][C:5]([C:6]([O:8][CH3:9])=[O:7])=[CH:4][C:3]=1[F:12].CC1(C)C(C)(C)OB([C:21]2[CH2:22][CH2:23][NH:24][CH2:25][CH:26]=2)O1.[C:28]([O-:31])(O)=[O:29].[Na+]. (7) Given the product [Cl:54][C:55]1[CH:66]=[CH:65][C:58]2[NH:59][C:60]([C@@H:62]([NH:64][C:17](=[O:19])[C:16]3[CH:20]=[CH:21][C:13]([N:3]([CH2:1][CH3:2])[C:4](=[O:12])[CH2:5][CH2:6][CH2:7][CH2:8][CH2:9][O:10][CH3:11])=[C:14]([CH3:22])[CH:15]=3)[CH3:63])=[N:61][C:57]=2[CH:56]=1, predict the reactants needed to synthesize it. The reactants are: [CH2:1]([N:3]([C:13]1[CH:21]=[CH:20][C:16]([C:17]([OH:19])=O)=[CH:15][C:14]=1[CH3:22])[C:4](=[O:12])[CH2:5][CH2:6][CH2:7][CH2:8][CH2:9][O:10][CH3:11])[CH3:2].CN(C(ON1N=NC2C=CC=CC1=2)=[N+](C)C)C.[B-](F)(F)(F)F.C(N(C(C)C)CC)(C)C.[Cl:54][C:55]1[CH:66]=[CH:65][C:58]2[NH:59][C:60]([C@@H:62]([NH2:64])[CH3:63])=[N:61][C:57]=2[CH:56]=1.ClCl.